From a dataset of Full USPTO retrosynthesis dataset with 1.9M reactions from patents (1976-2016). Predict the reactants needed to synthesize the given product. (1) Given the product [C:1]([C:3]1[S:4][C:5]2[CH:11]=[C:10]([NH:12][C:13]([O:14][CH2:15][C:16]3[CH:21]=[CH:20][C:19]([B:22]([OH:23])[OH:26])=[CH:18][CH:17]=3)=[O:31])[CH:9]=[CH:8][C:6]=2[N:7]=1)#[N:2], predict the reactants needed to synthesize it. The reactants are: [C:1]([C:3]1[S:4][C:5]2[CH:11]=[C:10]([NH:12][C:13](=[O:31])[O:14][CH2:15][C:16]3[CH:21]=[CH:20][C:19]([B:22]4[O:26]C(C)(C)C(C)(C)[O:23]4)=[CH:18][CH:17]=3)[CH:9]=[CH:8][C:6]=2[N:7]=1)#[N:2]. (2) Given the product [ClH:18].[Br:1][C@H:2]1[CH2:6][NH:5][C@@H:4]2[C@@H:14]([OH:17])[CH2:15][O:16][C@H:3]12, predict the reactants needed to synthesize it. The reactants are: [Br:1][C@H:2]1[CH2:6][N:5](C(OC(C)(C)C)=O)[C@@H:4]2[C@@H:14]([OH:17])[CH2:15][O:16][C@H:3]12.[ClH:18].O1CCOCC1. (3) Given the product [CH3:16][C:11]1[NH:12][C:13]([CH3:15])=[CH:14][C:10]=1[C:8]1[N:9]=[C:4]([C:40]2[CH:39]=[CH:38][C:43]([C:36]3([OH:37])[CH:34]4[CH2:33][CH2:32][CH:31]3[CH2:30][N:29]([CH2:22][C:23]3[CH:24]=[CH:25][CH:26]=[CH:27][CH:28]=3)[CH2:35]4)=[CH:42][CH:41]=2)[CH:5]=[CH:6][CH:7]=1, predict the reactants needed to synthesize it. The reactants are: N#N.Br[C:4]1[N:9]=[C:8]([C:10]2[CH:14]=[C:13]([CH3:15])[NH:12][C:11]=2[CH3:16])[CH:7]=[CH:6][CH:5]=1.C([Li])CCC.[CH2:22]([N:29]1[CH2:35][CH:34]2[C:36](=[O:37])[CH:31]([CH2:32][CH2:33]2)[CH2:30]1)[C:23]1[CH:28]=[CH:27][CH:26]=[CH:25][CH:24]=1.[CH3:38][CH2:39][CH2:40][CH2:41][CH2:42][CH3:43].